Predict the product of the given reaction. From a dataset of Forward reaction prediction with 1.9M reactions from USPTO patents (1976-2016). (1) Given the reactants [CH2:1]([C:5](C)=O)[CH:2](C)C.[CH2:8]([N:10]([CH2:13][CH3:14])[CH2:11][CH3:12])C.[CH3:15][C@H:16]1[C@@:25]2([CH3:41])[C@H:26]([O:36][C:37]([CH2:39]O)=[O:38])[CH2:27][C@:28]([CH:34]=[CH2:35])([CH3:33])[C@@H:29]([OH:32])[C@H:30]([CH3:31])[C@:19]3([C@@H:24]2[C:22](=[O:23])[CH2:21][CH2:20]3)[CH2:18][CH2:17]1.[S:42]([O-])(=O)(=O)C.Cl, predict the reaction product. The product is: [CH3:15][C@H:16]1[C@@:25]2([CH3:41])[C@H:26]([O:36][C:37]([CH2:39][S:42][CH:1]3[CH2:5][CH:11]4[N:10]([CH3:8])[CH:13]([CH2:14][CH2:12]4)[CH2:2]3)=[O:38])[CH2:27][C@:28]([CH:34]=[CH2:35])([CH3:33])[C@@H:29]([OH:32])[C@H:30]([CH3:31])[C@:19]3([C@H:24]2[C:22](=[O:23])[CH2:21][CH2:20]3)[CH2:18][CH2:17]1. (2) Given the reactants [O:1]([CH3:3])[Li].[CH2:4]([O:11][C:12]([N:14]1[CH2:19][CH:18]2[CH:16]([O:17]2)[CH2:15]1)=[O:13])[C:5]1[CH:10]=[CH:9][CH:8]=[CH:7][CH:6]=1.CC(O)=O, predict the reaction product. The product is: [CH2:4]([O:11][C:12]([N:14]1[CH2:15][C@@H:16]([O:17][CH3:18])[C@H:3]([OH:1])[CH2:19]1)=[O:13])[C:5]1[CH:10]=[CH:9][CH:8]=[CH:7][CH:6]=1. (3) Given the reactants C(OC(=O)COC1C=CC(C#N)=CC=1C#CC1C=C(S(C)(=O)=O)C=CC=1F)(C)(C)C.[C:31]([O:35][C:36](=[O:47])[CH2:37][O:38][C:39]1[CH:44]=[CH:43][CH:42]=[C:41]([Cl:45])[C:40]=1I)([CH3:34])([CH3:33])[CH3:32].[C:48]([C:50]1[CH:55]=[CH:54][CH:53]=[C:52]([S:56]([CH2:59][CH2:60][CH3:61])(=[O:58])=[O:57])[CH:51]=1)#[CH:49], predict the reaction product. The product is: [C:31]([O:35][C:36](=[O:47])[CH2:37][O:38][C:39]1[CH:44]=[CH:43][CH:42]=[C:41]([Cl:45])[C:40]=1[C:49]#[C:48][C:50]1[CH:55]=[CH:54][CH:53]=[C:52]([S:56]([CH2:59][CH2:60][CH3:61])(=[O:58])=[O:57])[CH:51]=1)([CH3:34])([CH3:33])[CH3:32]. (4) Given the reactants COC1C=CC=C(OC)C=1C1C=CC=CC=1P(C1CCCCC1)C1CCCCC1.Br[C:31](Br)=[CH:32][C:33]1[C:39]([F:40])=[CH:38][CH:37]=[CH:36][C:34]=1[NH2:35].[F:42][C:43]1[CH:48]=[CH:47][C:46]([C:49]2[O:50][C:51]3[CH:61]=[C:60]([N:62]([CH3:67])[S:63]([CH3:66])(=[O:65])=[O:64])[C:59](B4OC(C)(C)C(C)(C)O4)=[CH:58][C:52]=3[C:53]=2[C:54]([NH:56][CH3:57])=[O:55])=[CH:45][CH:44]=1.[O-]P([O-])([O-])=O.[K+].[K+].[K+], predict the reaction product. The product is: [F:40][C:39]1[CH:38]=[CH:37][CH:36]=[C:34]2[C:33]=1[CH:32]=[C:31]([C:59]1[C:60]([N:62]([CH3:67])[S:63]([CH3:66])(=[O:65])=[O:64])=[CH:61][C:51]3[O:50][C:49]([C:46]4[CH:47]=[CH:48][C:43]([F:42])=[CH:44][CH:45]=4)=[C:53]([C:54]([NH:56][CH3:57])=[O:55])[C:52]=3[CH:58]=1)[NH:35]2. (5) Given the reactants [CH:1]1([CH:4]([C:11]2[CH:16]=[CH:15][CH:14]=[C:13]([CH2:17][O:18][C:19]3[CH:24]=[CH:23][C:22]([C:25]4[CH:30]=[C:29]([O:31][CH3:32])[CH:28]=[CH:27][C:26]=4[F:33])=[CH:21][C:20]=3[CH:34]([O:40][CH3:41])[CH2:35][C:36]([CH3:39])([CH3:38])[CH3:37])[CH:12]=2)[CH2:5][C:6]([O:8]CC)=[O:7])[CH2:3][CH2:2]1.[OH-].[Na+].Cl, predict the reaction product. The product is: [CH:1]1([CH:4]([C:11]2[CH:16]=[CH:15][CH:14]=[C:13]([CH2:17][O:18][C:19]3[CH:24]=[CH:23][C:22]([C:25]4[CH:30]=[C:29]([O:31][CH3:32])[CH:28]=[CH:27][C:26]=4[F:33])=[CH:21][C:20]=3[CH:34]([O:40][CH3:41])[CH2:35][C:36]([CH3:37])([CH3:38])[CH3:39])[CH:12]=2)[CH2:5][C:6]([OH:8])=[O:7])[CH2:2][CH2:3]1. (6) Given the reactants [Br:1][C:2]1[CH:7]=[CH:6][C:5]([S:8](Cl)(=[O:10])=[O:9])=[C:4]([F:12])[CH:3]=1.C[CH2:14][N:15](CC)[CH2:16]C.CNC.C1COCC1, predict the reaction product. The product is: [Br:1][C:2]1[CH:7]=[CH:6][C:5]([S:8]([N:15]([CH3:16])[CH3:14])(=[O:10])=[O:9])=[C:4]([F:12])[CH:3]=1. (7) Given the reactants F[B-](F)(F)F.C[O+](C)C.[F:10][C:11]([F:52])([F:51])[C:12]1[CH:13]=[C:14]([C@H:22]([N:24]([CH3:50])[C:25]([N:27]2[CH2:41][CH2:40][C@@:30]3([NH:34][C:33](=O)[CH2:32][CH:31]3[C:36]([O:38][CH3:39])=[O:37])[CH2:29][C@@H:28]2[C:42]2[CH:47]=[CH:46][C:45]([F:48])=[CH:44][C:43]=2[CH3:49])=[O:26])[CH3:23])[CH:15]=[C:16]([C:18]([F:21])([F:20])[F:19])[CH:17]=1.C([BH3-])#N.[Na+].Cl.C([O-])(O)=O.[Na+], predict the reaction product. The product is: [F:52][C:11]([F:10])([F:51])[C:12]1[CH:13]=[C:14]([C@H:22]([N:24]([CH3:50])[C:25]([N:27]2[CH2:41][CH2:40][C@@:30]3([NH:34][CH2:33][CH2:32][CH:31]3[C:36]([O:38][CH3:39])=[O:37])[CH2:29][C@@H:28]2[C:42]2[CH:47]=[CH:46][C:45]([F:48])=[CH:44][C:43]=2[CH3:49])=[O:26])[CH3:23])[CH:15]=[C:16]([C:18]([F:19])([F:20])[F:21])[CH:17]=1.